The task is: Predict the reaction yield, written as a fraction of the theoretical maximum amount of product (1.0 means a 100% yield; for example, 0.34 means a 34% yield).. This data is from Reaction yield outcomes from USPTO patents with 853,638 reactions. The reactants are [CH3:1][CH:2]1[C:10]2[C:5](=[CH:6][CH:7]=[C:8]([N+:11]([O-])=O)[CH:9]=2)[N:4]([CH:14]2[CH2:19][CH2:18][N:17]([CH3:20])[CH2:16][CH2:15]2)[C:3]1=[O:21].O.NN. The catalyst is CO.[Ni]. The product is [NH2:11][C:8]1[CH:9]=[C:10]2[C:5](=[CH:6][CH:7]=1)[N:4]([CH:14]1[CH2:15][CH2:16][N:17]([CH3:20])[CH2:18][CH2:19]1)[C:3](=[O:21])[CH:2]2[CH3:1]. The yield is 0.960.